From a dataset of Peptide-MHC class II binding affinity with 134,281 pairs from IEDB. Regression. Given a peptide amino acid sequence and an MHC pseudo amino acid sequence, predict their binding affinity value. This is MHC class II binding data. (1) The peptide sequence is AGTNYNKTVASLMNA. The MHC is HLA-DQA10401-DQB10402 with pseudo-sequence HLA-DQA10401-DQB10402. The binding affinity (normalized) is 0.204. (2) The peptide sequence is MVFILLPQRNQMLSV. The MHC is DRB1_0401 with pseudo-sequence DRB1_0401. The binding affinity (normalized) is 0.805.